This data is from Catalyst prediction with 721,799 reactions and 888 catalyst types from USPTO. The task is: Predict which catalyst facilitates the given reaction. (1) Reactant: Br[C:2]1[CH:7]=[CH:6][C:5]([CH2:8][C:9]([C:11]2[N:12]([S:21]([N:24]([CH3:26])[CH3:25])(=[O:23])=[O:22])[CH:13]=[C:14]([CH2:16][C:17]([CH3:20])([CH3:19])[CH3:18])[N:15]=2)=[O:10])=[CH:4][CH:3]=1.[NH:27]1[CH:31]=[CH:30][CH:29]=[N:28]1.C(=O)([O-])[O-].[K+].[K+].CN[C@@H]1CCCC[C@H]1NC. Product: [CH3:18][C:17]([CH3:20])([CH3:19])[CH2:16][C:14]1[N:15]=[C:11]([C:9](=[O:10])[CH2:8][C:5]2[CH:6]=[CH:7][C:2]([N:27]3[CH:31]=[CH:30][CH:29]=[N:28]3)=[CH:3][CH:4]=2)[N:12]([S:21]([N:24]([CH3:26])[CH3:25])(=[O:23])=[O:22])[CH:13]=1. The catalyst class is: 432. (2) Reactant: [N:1]([CH:4]1[CH2:10][CH2:9][N:8]([C:11]2[N:15]([CH2:16][CH3:17])[N:14]=[CH:13][C:12]=2[N+:18]([O-:20])=[O:19])[CH2:7][CH2:6][CH:5]1O)=[N+:2]=[N-:3].COCCN(S(F)(F)[F:32])CCOC.C([O-])(O)=O.[Na+]. Product: [N:1]([CH:4]1[CH:5]([F:32])[CH2:6][CH2:7][N:8]([C:11]2[N:15]([CH2:16][CH3:17])[N:14]=[CH:13][C:12]=2[N+:18]([O-:20])=[O:19])[CH2:9][CH2:10]1)=[N+:2]=[N-:3]. The catalyst class is: 168. (3) Reactant: [H-].[Na+].[F:3][C:4]([F:19])([F:18])[C:5]1[CH:10]=[C:9]([NH:11][C:12]2[CH2:16][CH2:15][C:14](=[O:17])[CH:13]=2)[CH:8]=[CH:7][N:6]=1.CC1CCCO1.[C:26]([C:28]1[CH:33]=[CH:32][C:31]([N:34]([CH2:42]S(C2C=CC=CC=2)(=O)=O)[C:35](=[O:41])[O:36][C:37]([CH3:40])([CH3:39])[CH3:38])=[CH:30][CH:29]=1)#[N:27]. Product: [C:37]([O:36][C:35](=[O:41])[N:34]([C:31]1[CH:30]=[CH:29][C:28]([C:26]#[N:27])=[CH:33][CH:32]=1)[CH2:42][C:13]1[C:14](=[O:17])[CH2:15][CH2:16][C:12]=1[NH:11][C:9]1[CH:8]=[CH:7][N:6]=[C:5]([C:4]([F:3])([F:18])[F:19])[CH:10]=1)([CH3:40])([CH3:38])[CH3:39]. The catalyst class is: 6. (4) Reactant: [NH2:1][C:2]1[CH:3]=[C:4]([OH:8])[CH:5]=[CH:6][CH:7]=1.C(=O)([O-])O.[Na+].[C:14]([C:16]([C:19]1[CH:20]=[C:21]([CH:25]=[CH:26][CH:27]=1)[C:22](Cl)=[O:23])([CH3:18])[CH3:17])#[N:15]. Product: [C:14]([C:16]([C:19]1[CH:20]=[C:21]([CH:25]=[CH:26][CH:27]=1)[C:22]([NH:1][C:2]1[CH:7]=[CH:6][CH:5]=[C:4]([OH:8])[CH:3]=1)=[O:23])([CH3:18])[CH3:17])#[N:15]. The catalyst class is: 7.